From a dataset of M1 muscarinic receptor agonist screen with 61,833 compounds. Binary Classification. Given a drug SMILES string, predict its activity (active/inactive) in a high-throughput screening assay against a specified biological target. The compound is O=c1[nH]c(=O)n(c2nc(n(c12)CC(OCC)=O)CN(Cc1ccccc1)Cc1ccccc1)C. The result is 0 (inactive).